The task is: Predict the reactants needed to synthesize the given product.. This data is from Full USPTO retrosynthesis dataset with 1.9M reactions from patents (1976-2016). Given the product [CH3:11][C:12]1[NH:9][C:7](=[O:8])[C:6]2[CH:5]=[C:4]([CH3:10])[S:3][C:2]=2[N:1]=1, predict the reactants needed to synthesize it. The reactants are: [NH2:1][C:2]1[S:3][C:4]([CH3:10])=[CH:5][C:6]=1[C:7]([NH2:9])=[O:8].[CH2:11](C(CC)(CC)C([O-])([O-])[O-])[CH3:12].